Dataset: Peptide-MHC class I binding affinity with 185,985 pairs from IEDB/IMGT. Task: Regression. Given a peptide amino acid sequence and an MHC pseudo amino acid sequence, predict their binding affinity value. This is MHC class I binding data. The MHC is HLA-A68:01 with pseudo-sequence HLA-A68:01. The peptide sequence is LFIDRGSIK. The binding affinity (normalized) is 0.338.